Predict which catalyst facilitates the given reaction. From a dataset of Catalyst prediction with 721,799 reactions and 888 catalyst types from USPTO. (1) Reactant: Cl.[NH2:2][C@@H:3]([C:6]([OH:8])=[O:7])[CH2:4][SH:5].[C:9]([C:11]1[S:12][C:13]2[CH:19]=[C:18]([O:20][C:21]([O:23][CH2:24][CH2:25][CH2:26][S:27][CH2:28][CH2:29][CH2:30][CH2:31][CH2:32][CH2:33][CH2:34][CH2:35][CH2:36][CH2:37][CH2:38][CH2:39][CH2:40][CH2:41][CH2:42][C:43]([OH:45])=[O:44])=[O:22])[CH:17]=[CH:16][C:14]=2[N:15]=1)#N.ClCCl.C(=O)([O-])[O-].[K+].[K+]. Product: [C:43]([CH2:42][CH2:41][CH2:40][CH2:39][CH2:38][CH2:37][CH2:36][CH2:35][CH2:34][CH2:33][CH2:32][CH2:31][CH2:30][CH2:29][CH2:28][S:27][CH2:26][CH2:25][CH2:24][O:23][C:21]([O:20][C:18]1[CH:17]=[CH:16][C:14]2[N:15]=[C:11]([C:9]3[S:5][CH2:4][C@H:3]([C:6]([OH:8])=[O:7])[N:2]=3)[S:12][C:13]=2[CH:19]=1)=[O:22])([OH:45])=[O:44]. The catalyst class is: 72. (2) Reactant: [Br:1][C:2]1[CH:10]=[C:9]([C:11]#[N:12])[CH:8]=[C:7]2[C:3]=1[CH:4]=[N:5][NH:6]2.[CH2:13]([O:20][C:21]1[CH:26]=[CH:25][C:24](B(O)O)=[CH:23][C:22]=1[F:30])[C:14]1[CH:19]=[CH:18][CH:17]=[CH:16][CH:15]=1.N1C=CC=CC=1. Product: [Br:1][C:2]1[CH:10]=[C:9]([C:11]#[N:12])[CH:8]=[C:7]2[C:3]=1[CH:4]=[N:5][N:6]2[C:24]1[CH:25]=[CH:26][C:21]([O:20][CH2:13][C:14]2[CH:15]=[CH:16][CH:17]=[CH:18][CH:19]=2)=[C:22]([F:30])[CH:23]=1. The catalyst class is: 221.